Task: Predict which catalyst facilitates the given reaction.. Dataset: Catalyst prediction with 721,799 reactions and 888 catalyst types from USPTO (1) Reactant: [O:1]=[C:2]([O:8][CH2:9][C:10]([Cl:13])([Cl:12])[Cl:11])[CH2:3][CH2:4][C:5](O)=[O:6].O1CCCC1.C(Cl)(=O)C([Cl:22])=O. Product: [O:1]=[C:2]([O:8][CH2:9][C:10]([Cl:13])([Cl:12])[Cl:11])[CH2:3][CH2:4][C:5]([Cl:22])=[O:6]. The catalyst class is: 9. (2) Reactant: [NH:1]([C:3]1[CH:4]=[C:5]([CH:11]=[CH:12][CH:13]=1)[C:6]([O:8][CH2:9][CH3:10])=[O:7])[NH2:2].[CH3:14][CH:15]([CH3:21])[C:16](=O)[CH2:17][C:18]#[N:19].Cl. Product: [NH2:19][C:18]1[N:1]([C:3]2[CH:4]=[C:5]([CH:11]=[CH:12][CH:13]=2)[C:6]([O:8][CH2:9][CH3:10])=[O:7])[N:2]=[C:16]([CH:15]([CH3:21])[CH3:14])[CH:17]=1. The catalyst class is: 8. (3) Reactant: [F:1][C:2]1[CH:3]=[C:4]([C:11]([N:13]2[C:18]3[CH:19]=[CH:20][CH:21]=[CH:22][C:17]=3[O:16][CH2:15][CH2:14]2)=[O:12])[CH:5]=[C:6]([F:10])[C:7]=1[O:8]C.B(Br)(Br)Br.O. Product: [F:1][C:2]1[CH:3]=[C:4]([C:11]([N:13]2[C:18]3[CH:19]=[CH:20][CH:21]=[CH:22][C:17]=3[O:16][CH2:15][CH2:14]2)=[O:12])[CH:5]=[C:6]([F:10])[C:7]=1[OH:8]. The catalyst class is: 2. (4) Reactant: [CH2:1]([CH:3]1[C:8]2[NH:9][C:10]3[C:15]([C:7]=2[CH2:6][CH2:5][N:4]1[CH3:17])=[CH:14][C:13]([CH3:16])=[CH:12][CH:11]=3)[CH3:2].N1CCC[C@H]1C(O)=O.[O-]P([O-])([O-])=O.[K+].[K+].[K+].Br[CH:35]=[C:36]([C:38]1[CH:43]=[CH:42][C:41]([Cl:44])=[C:40]([Cl:45])[CH:39]=1)[CH3:37]. Product: [Cl:45][C:40]1[CH:39]=[C:38]([C:36]([CH3:37])=[CH:35][N:9]2[C:10]3[C:15](=[CH:14][C:13]([CH3:16])=[CH:12][CH:11]=3)[C:7]3[CH2:6][CH2:5][N:4]([CH3:17])[CH:3]([CH2:1][CH3:2])[C:8]2=3)[CH:43]=[CH:42][C:41]=1[Cl:44]. The catalyst class is: 3.